Dataset: Full USPTO retrosynthesis dataset with 1.9M reactions from patents (1976-2016). Task: Predict the reactants needed to synthesize the given product. (1) The reactants are: [F:1][C:2]1[CH:31]=[CH:30][C:5]([CH2:6][N:7]([C:20]2[S:24][C:23]3[CH:25]=[CH:26][CH:27]=[CH:28][C:22]=3[C:21]=2[CH3:29])[S:8]([C:11]2[CH:16]=[CH:15][C:14]([C:17]([OH:19])=[O:18])=[CH:13][CH:12]=2)(=[O:10])=[O:9])=[CH:4][C:3]=1[C:32]([F:35])([F:34])[F:33].[CH3:36]O.[OH-].[Na+]. Given the product [F:1][C:2]1[CH:31]=[CH:30][C:5]([CH2:6][N:7]([C:20]2[S:24][C:23]3[CH:25]=[CH:26][CH:27]=[CH:28][C:22]=3[C:21]=2[CH3:29])[S:8]([C:11]2[CH:16]=[CH:15][C:14]([C:17]([O:19][CH3:36])=[O:18])=[CH:13][CH:12]=2)(=[O:9])=[O:10])=[CH:4][C:3]=1[C:32]([F:35])([F:33])[F:34], predict the reactants needed to synthesize it. (2) Given the product [Cl:24][C:17]1[CH:18]=[C:19]([CH3:23])[C:20]([F:22])=[CH:21][C:16]=1[N:13]1[CH2:14][CH2:15][N:10]([C:8]([C:5]2[CH:6]=[CH:7][C:2]([N:31]3[CH2:32][CH2:33][O:29][C:30]3=[O:34])=[CH:3][C:4]=2[S:25]([CH3:28])(=[O:27])=[O:26])=[O:9])[CH2:11][CH2:12]1, predict the reactants needed to synthesize it. The reactants are: Br[C:2]1[CH:7]=[CH:6][C:5]([C:8]([N:10]2[CH2:15][CH2:14][N:13]([C:16]3[CH:21]=[C:20]([F:22])[C:19]([CH3:23])=[CH:18][C:17]=3[Cl:24])[CH2:12][CH2:11]2)=[O:9])=[C:4]([S:25]([CH3:28])(=[O:27])=[O:26])[CH:3]=1.[O:29]1[CH2:33][CH2:32][NH:31][C:30]1=[O:34].C(=O)([O-])[O-].[K+].[K+].CNCCNC. (3) The reactants are: [NH2:1][C:2]1[CH:3]=[CH:4][C:5]([CH3:26])=[C:6]([C:8]([C:10]2[CH:15]=[CH:14][C:13]([NH:16][C:17]3[CH:22]=[CH:21][C:20]([F:23])=[CH:19][C:18]=3[F:24])=[CH:12][C:11]=2[Cl:25])=[O:9])[CH:7]=1.[CH2:27]([S:29](Cl)(=[O:31])=[O:30])[CH3:28]. Given the product [Cl:25][C:11]1[CH:12]=[C:13]([NH:16][C:17]2[CH:22]=[CH:21][C:20]([F:23])=[CH:19][C:18]=2[F:24])[CH:14]=[CH:15][C:10]=1[C:8]([C:6]1[CH:7]=[C:2]([NH:1][S:29]([CH2:27][CH3:28])(=[O:31])=[O:30])[CH:3]=[CH:4][C:5]=1[CH3:26])=[O:9], predict the reactants needed to synthesize it. (4) Given the product [CH3:1][N:2]([CH2:16][C@H:17]1[CH2:22][CH2:21][C@H:20]([CH2:23][O:24][CH2:25]/[CH:26]=[CH:27]/[CH2:28][N:29]([CH3:30])[C:32]2[CH:37]=[CH:36][N:35]=[C:34]([CH3:38])[N:33]=2)[CH2:19][CH2:18]1)[S:3]([C:6]1[CH:7]=[CH:8][C:9]([C:12]([F:15])([F:13])[F:14])=[CH:10][CH:11]=1)(=[O:5])=[O:4], predict the reactants needed to synthesize it. The reactants are: [CH3:1][N:2]([CH2:16][C@H:17]1[CH2:22][CH2:21][C@H:20]([CH2:23][O:24][CH2:25]/[CH:26]=[CH:27]/[CH2:28][NH:29][CH3:30])[CH2:19][CH2:18]1)[S:3]([C:6]1[CH:11]=[CH:10][C:9]([C:12]([F:15])([F:14])[F:13])=[CH:8][CH:7]=1)(=[O:5])=[O:4].Cl[C:32]1[CH:37]=[CH:36][N:35]=[C:34]([CH3:38])[N:33]=1.C(N(C(C)C)C(C)C)C. (5) Given the product [F:8][C:9]1[CH:17]=[CH:16][C:12]([C:13]([N:4]([CH:5]([CH3:7])[CH3:6])[CH:1]([CH3:3])[CH3:2])=[O:14])=[CH:11][CH:10]=1, predict the reactants needed to synthesize it. The reactants are: [CH:1]([NH:4][CH:5]([CH3:7])[CH3:6])([CH3:3])[CH3:2].[F:8][C:9]1[CH:17]=[CH:16][C:12]([C:13](Cl)=[O:14])=[CH:11][CH:10]=1. (6) Given the product [CH:1]1([CH:7]([NH:26][C:27]2[CH:28]=[CH:29][C:30]([C:33]([N:35]([CH3:43])[CH2:36][CH2:37][C:38]([OH:40])=[O:39])=[O:34])=[CH:31][CH:32]=2)[C:8]2[O:9][C:10]3[CH:17]=[CH:16][C:15]([O:18][CH2:19][C:20]4[CH:25]=[CH:24][N:23]=[CH:22][CH:21]=4)=[CH:14][C:11]=3[C:12]=2[CH3:13])[CH2:6][CH2:5][CH2:4][CH2:3][CH2:2]1, predict the reactants needed to synthesize it. The reactants are: [CH:1]1([CH:7]([NH:26][C:27]2[CH:32]=[CH:31][C:30]([C:33]([N:35]([CH3:43])[CH2:36][CH2:37][C:38]([O:40]CC)=[O:39])=[O:34])=[CH:29][CH:28]=2)[C:8]2[O:9][C:10]3[CH:17]=[CH:16][C:15]([O:18][CH2:19][C:20]4[CH:25]=[CH:24][N:23]=[CH:22][CH:21]=4)=[CH:14][C:11]=3[C:12]=2[CH3:13])[CH2:6][CH2:5][CH2:4][CH2:3][CH2:2]1.[OH-].[Na+]. (7) Given the product [CH2:33]([O:20][C:19]([C@@H:6]1[CH2:5][C@@H:4]2[C@@H:9]([CH2:10][CH2:11][C@H:2]([OH:1])[CH2:3]2)[CH2:8][N:7]1[C:12]([O:14][C:15]([CH3:16])([CH3:17])[CH3:18])=[O:13])=[O:21])[CH3:34], predict the reactants needed to synthesize it. The reactants are: [O:1]=[C:2]1[CH2:11][CH2:10][C@@H:9]2[C@@H:4]([CH2:5][C@@H:6]([C:19]([OH:21])=[O:20])[N:7]([C:12]([O:14][C:15]([CH3:18])([CH3:17])[CH3:16])=[O:13])[CH2:8]2)[CH2:3]1.O.O.O.O.O.O.O.[Cl-].[Cl-].[Cl-].[Ce+3].[C:33](O)(=O)[CH3:34]. (8) The reactants are: Br[CH2:2][C:3]1[CH:7]=C(C2OC=CC=2)N(C)N=1.[Li+].[CH3:15][Si:16]([N-][Si:16]([CH3:18])([CH3:17])[CH3:15])([CH3:18])[CH3:17].[N+:24]([C:27]1[C:28]([N:33]2[CH2:38][CH2:37][C:36](=O)[CH2:35][CH2:34]2)=[N:29][CH:30]=[CH:31][CH:32]=1)([O-:26])=[O:25]. Given the product [N+:24]([C:27]1[C:28]([N:33]2[CH2:38][CH2:37][C:36](=[CH:2][C:3]#[C:7][Si:16]([CH3:18])([CH3:17])[CH3:15])[CH2:35][CH2:34]2)=[N:29][CH:30]=[CH:31][CH:32]=1)([O-:26])=[O:25], predict the reactants needed to synthesize it. (9) Given the product [CH2:41]([O:43][C:44](=[O:45])[NH:46][C@H:47]([CH2:58][C:59]1[CH:60]=[CH:61][C:62]([O:65][CH3:66])=[CH:63][CH:64]=1)[C:48]([N:50]1[CH2:54][CH2:53][CH2:52][C@H:51]1[C:55](=[O:57])[NH:13][CH2:12][C:8]1[CH:7]=[C:6]2[C:11](=[CH:10][CH:9]=1)[C:2]([NH2:1])=[N:3][CH:4]=[CH:5]2)=[O:49])[CH3:42], predict the reactants needed to synthesize it. The reactants are: [NH2:1][C:2]1[C:11]2[C:6](=[CH:7][C:8]([CH2:12][NH:13]C([C@@H]3CCCN3C(=O)[C@H](NC(=O)C)CC3C=CC(C4C=CC=CC=4)=CC=3)=O)=[CH:9][CH:10]=2)[CH:5]=[CH:4][N:3]=1.[CH2:41]([O:43][C:44]([NH:46][C@H:47]([CH2:58][C:59]1[CH:64]=[CH:63][C:62]([O:65][CH3:66])=[CH:61][CH:60]=1)[C:48]([N:50]1[CH2:54][CH2:53][CH2:52][C@H:51]1[C:55]([OH:57])=O)=[O:49])=[O:45])[CH3:42]. (10) Given the product [CH2:1]([O:3][C:4]1[CH:9]=[CH:8][C:7]([C:19]2[CH:20]=[CH:21][C:16]([Br:15])=[CH:17][CH:18]=2)=[C:6]([F:13])[C:5]=1[F:14])[CH3:2], predict the reactants needed to synthesize it. The reactants are: [CH2:1]([O:3][C:4]1[CH:9]=[CH:8][C:7](B(O)O)=[C:6]([F:13])[C:5]=1[F:14])[CH3:2].[Br:15][C:16]1[CH:21]=[CH:20][C:19](I)=[CH:18][CH:17]=1.C(=O)([O-])[O-].[K+].[K+].